Task: Predict which catalyst facilitates the given reaction.. Dataset: Catalyst prediction with 721,799 reactions and 888 catalyst types from USPTO (1) The catalyst class is: 20. Reactant: C([O:3][C:4](=[O:37])[CH2:5][C:6]1[CH:7]=[C:8]2[C:14]3([CH2:19][CH2:18][N:17]([C:20]([O:22][C:23]([CH3:26])([CH3:25])[CH3:24])=[O:21])[CH2:16][CH2:15]3)[CH2:13][N:12]([C:27]3[C:28]4[C@H:35]([CH3:36])[CH2:34][CH2:33][C:29]=4[N:30]=[CH:31][N:32]=3)[C:9]2=[CH:10][CH:11]=1)C.O[Li].O. Product: [C:23]([O:22][C:20]([N:17]1[CH2:18][CH2:19][C:14]2([C:8]3[C:9](=[CH:10][CH:11]=[C:6]([CH2:5][C:4]([OH:37])=[O:3])[CH:7]=3)[N:12]([C:27]3[C:28]4[C@H:35]([CH3:36])[CH2:34][CH2:33][C:29]=4[N:30]=[CH:31][N:32]=3)[CH2:13]2)[CH2:15][CH2:16]1)=[O:21])([CH3:26])([CH3:24])[CH3:25]. (2) Reactant: [NH2:1][C:2]1[CH:10]=[CH:9][CH:8]=[CH:7][C:3]=1[C:4]([NH2:6])=[O:5].O.[C:12]([OH:16])(=[O:15])[CH:13]=O.[CH3:17][O:18][C:19]1[CH:24]=[CH:23][C:22](B(O)O)=[CH:21][CH:20]=1. Product: [C:4]([C:3]1[CH:7]=[CH:8][CH:9]=[CH:10][C:2]=1[NH:1][CH:13]([C:22]1[CH:23]=[CH:24][C:19]([O:18][CH3:17])=[CH:20][CH:21]=1)[C:12]([OH:16])=[O:15])(=[O:5])[NH2:6]. The catalyst class is: 10. (3) Reactant: [Br:1][C:2]1[S:6][C:5]([C:7]([OH:9])=[O:8])=[CH:4][CH:3]=1.[C:10](=O)([O-])[O-].[Cs+].[Cs+].CI. Product: [Br:1][C:2]1[S:6][C:5]([C:7]([O:9][CH3:10])=[O:8])=[CH:4][CH:3]=1. The catalyst class is: 10. (4) Reactant: [Br:1][C:2]1[C:22]([OH:23])=[CH:21][C:5]2[C:6]([C:9]([C:11]3[CH:16]=[C:15]([F:17])[C:14]([O:18][CH3:19])=[C:13]([F:20])[CH:12]=3)=[O:10])=[CH:7][O:8][C:4]=2[C:3]=1[Br:24].[N+]([O-])(O)=[O:26].O. Product: [Br:1][C:2]1[C:22](=[O:23])[C:21](=[O:26])[C:5]2[C:6]([C:9](=[O:10])[C:11]3[CH:16]=[C:15]([F:17])[C:14]([O:18][CH3:19])=[C:13]([F:20])[CH:12]=3)=[CH:7][O:8][C:4]=2[C:3]=1[Br:24]. The catalyst class is: 52. (5) Reactant: C1(N=C=O)C=CC=CC=1.[C:10]([C:12]1[CH:17]=[CH:16][C:15]([C:18]([F:21])([F:20])[F:19])=[CH:14][CH:13]=1)#[CH:11].[N+:22]([CH2:25][CH3:26])([O-])=[O:23].C(N(CC)CC)C. Product: [CH3:26][C:25]1[CH:11]=[C:10]([C:12]2[CH:17]=[CH:16][C:15]([C:18]([F:19])([F:20])[F:21])=[CH:14][CH:13]=2)[O:23][N:22]=1. The catalyst class is: 638. (6) Reactant: Br[C:2]1[CH:24]=[N:23][C:5]2[N:6]([CH3:22])[C:7](=[O:21])[N:8]([CH2:11][CH2:12][CH2:13][O:14][CH:15]3[CH2:20][CH2:19][CH2:18][CH2:17][O:16]3)[C:9](=[O:10])[C:4]=2[C:3]=1C(C1C=CC(Cl)=CC=1)O.C([O-])([O-])=O.[Cs+].[Cs+].CN(C)CC(O)=O.[CH:47]([C:50]1[CH:51]=[C:52]([OH:56])[CH:53]=[CH:54][CH:55]=1)([CH3:49])[CH3:48]. The catalyst class is: 185. Product: [CH:47]([C:50]1[CH:51]=[C:52]([CH:53]=[CH:54][CH:55]=1)[O:56][C:2]1[CH:24]=[N:23][C:5]2[N:6]([CH3:22])[C:7](=[O:21])[N:8]([CH2:11][CH2:12][CH2:13][O:14][CH:15]3[CH2:20][CH2:19][CH2:18][CH2:17][O:16]3)[C:9](=[O:10])[C:4]=2[CH:3]=1)([CH3:49])[CH3:48]. (7) Reactant: [N:1]1[C:10]2[C:5](=[CH:6][CH:7]=[CH:8][CH:9]=2)[CH:4]=[CH:3][CH:2]=1.[OH:11][CH2:12][C:13]1[CH:14]=[C:15](B(O)O)[CH:16]=[CH:17][CH:18]=1.[C:22]([O-])([O-])=O.[Na+].[Na+].CO[CH2:30][CH2:31]OC. Product: [CH:30]([C:7]1[CH:6]=[C:5]2[C:10](=[C:9]([C:17]3[CH:18]=[C:13]([CH2:12][OH:11])[CH:14]=[CH:15][CH:16]=3)[CH:8]=1)[N:1]=[CH:2][CH:3]=[CH:4]2)([CH3:31])[CH3:22]. The catalyst class is: 518.